From a dataset of Full USPTO retrosynthesis dataset with 1.9M reactions from patents (1976-2016). Predict the reactants needed to synthesize the given product. (1) The reactants are: C[O:2][C:3]([C:5]1([NH2:11])[CH2:10][CH2:9][CH2:8][CH2:7][CH2:6]1)=[O:4].[C:12](OC(OC(C)(C)C)=O)(OC(C)(C)C)=[O:13].C(N(CC)CC)C.[S:34]1[CH2:38][CH2:37][NH:36][CH2:35]1. Given the product [S:34]1[CH2:38][CH2:37][N:36]([C:12]([NH:11][C:5]2([C:3]([OH:2])=[O:4])[CH2:10][CH2:9][CH2:8][CH2:7][CH2:6]2)=[O:13])[CH2:35]1, predict the reactants needed to synthesize it. (2) Given the product [C:18]([O:22][C:23]([N:25]1[CH2:30][CH2:29][CH:28]([S:9][C:4]2[CH:5]=[CH:6][CH:7]=[CH:8][C:3]=2[C:2]([F:1])([F:10])[F:11])[CH2:27][CH2:26]1)=[O:24])([CH3:21])([CH3:19])[CH3:20], predict the reactants needed to synthesize it. The reactants are: [F:1][C:2]([F:11])([F:10])[C:3]1[CH:8]=[CH:7][CH:6]=[CH:5][C:4]=1[SH:9].C(=O)([O-])[O-].[Cs+].[Cs+].[C:18]([O:22][C:23]([N:25]1[CH2:30][CH2:29][CH:28](OS(C)(=O)=O)[CH2:27][CH2:26]1)=[O:24])([CH3:21])([CH3:20])[CH3:19]. (3) Given the product [Cl:9][CH2:8][C:6]1[N:7]=[C:2]([NH:19][CH2:20][C:21]2[CH:26]=[CH:25][CH:24]=[CH:23][N:22]=2)[C:3]2[C:12]([C:13]3[CH:18]=[CH:17][CH:16]=[CH:15][CH:14]=3)=[CH:11][S:10][C:4]=2[N:5]=1, predict the reactants needed to synthesize it. The reactants are: Cl[C:2]1[C:3]2[C:12]([C:13]3[CH:18]=[CH:17][CH:16]=[CH:15][CH:14]=3)=[CH:11][S:10][C:4]=2[N:5]=[C:6]([CH2:8][Cl:9])[N:7]=1.[NH2:19][CH2:20][C:21]1[CH:26]=[CH:25][CH:24]=[CH:23][N:22]=1.C(N(CC)CC)C.CC(O)C. (4) Given the product [CH:5]12[O:1][CH:2]([CH:19]=[CH:20]1)[CH2:3][CH:4]2[C:6]([OH:9])=[O:8], predict the reactants needed to synthesize it. The reactants are: [O:1]1[CH:5]=[CH:4][CH:3]=[CH:2]1.[C:6]([O:9]B(OC(=O)C)OC(=O)C)(=[O:8])C.[C:19](O)(=O)[CH:20]=C. (5) Given the product [N:21]([S:20][C:7]([C:8]1[CH:13]=[CH:12][CH:11]=[CH:10][CH:9]=1)([C:14]1[CH:15]=[CH:16][CH:17]=[CH:18][CH:19]=1)[C:1]1[CH:6]=[CH:5][CH:4]=[CH:3][CH:2]=1)=[O:22], predict the reactants needed to synthesize it. The reactants are: [C:1]1([C:7]([SH:20])([C:14]2[CH:19]=[CH:18][CH:17]=[CH:16][CH:15]=2)[C:8]2[CH:13]=[CH:12][CH:11]=[CH:10][CH:9]=2)[CH:6]=[CH:5][CH:4]=[CH:3][CH:2]=1.[N:21](OC(C)(C)C)=[O:22]. (6) Given the product [CH2:13]([S:12][C:8](=[O:15])[O:9][CH2:10][O:6][CH2:1][CH2:2][CH2:3][CH3:4])[CH3:14], predict the reactants needed to synthesize it. The reactants are: [C:1]([OH:6])(=O)[CH2:2][CH2:3][CH3:4].O.[C:8](=[O:15])([S:12][CH2:13][CH3:14])[O:9][CH2:10]I. (7) The reactants are: [OH-].[Na+].[Cl:3][C:4]1[N:9]=[C:8]([CH2:10][S:11]([CH3:14])(=[O:13])=[O:12])[CH:7]=[C:6]([N:15]2[CH2:20][CH2:19][O:18][CH2:17][CH2:16]2)[N:5]=1.Br[CH2:22][CH2:23]Br. Given the product [Cl:3][C:4]1[N:5]=[C:6]([N:15]2[CH2:16][CH2:17][O:18][CH2:19][CH2:20]2)[CH:7]=[C:8]([C:10]2([S:11]([CH3:14])(=[O:13])=[O:12])[CH2:23][CH2:22]2)[N:9]=1, predict the reactants needed to synthesize it. (8) Given the product [Cl:8][C:6]1[CH:5]=[CH:4][C:3]([CH:9]([F:11])[F:10])=[C:2](/[CH:14]=[CH:13]/[C:12]([O:16][C:17]([CH3:20])([CH3:19])[CH3:18])=[O:15])[CH:7]=1, predict the reactants needed to synthesize it. The reactants are: Br[C:2]1[CH:7]=[C:6]([Cl:8])[CH:5]=[CH:4][C:3]=1[CH:9]([F:11])[F:10].[C:12]([O:16][C:17]([CH3:20])([CH3:19])[CH3:18])(=[O:15])[CH:13]=[CH2:14]. (9) Given the product [OH:8][CH2:9][CH2:10][NH:11][C@@H:12]1[C:20]2[C:15](=[C:16]([C:21]3[S:25][C:24]([C:26]4[CH:27]=[CH:28][C:29]([O:34][CH:35]([CH3:37])[CH3:36])=[C:30]([CH:33]=4)[C:31]#[N:32])=[N:23][CH:22]=3)[CH:17]=[CH:18][CH:19]=2)[CH2:14][CH2:13]1, predict the reactants needed to synthesize it. The reactants are: [Si]([O:8][CH2:9][CH2:10][NH:11][C@@H:12]1[C:20]2[C:15](=[C:16]([C:21]3[S:25][C:24]([C:26]4[CH:27]=[CH:28][C:29]([O:34][CH:35]([CH3:37])[CH3:36])=[C:30]([CH:33]=4)[C:31]#[N:32])=[N:23][CH:22]=3)[CH:17]=[CH:18][CH:19]=2)[CH2:14][CH2:13]1)(C(C)(C)C)(C)C.Cl.